From a dataset of Forward reaction prediction with 1.9M reactions from USPTO patents (1976-2016). Predict the product of the given reaction. Given the reactants [Br:1][C:2]1[C:7]2=[N:8][C:9]([C:12]([OH:14])=O)=[CH:10][N:11]=[C:6]2[CH:5]=[N:4][CH:3]=1.C(N1C=CN=C1)([N:17]1C=CN=C1)=O.[Cl-].[NH4+].C(N(CC)CC)C, predict the reaction product. The product is: [Br:1][C:2]1[C:7]2=[N:8][C:9]([C:12]([NH2:17])=[O:14])=[CH:10][N:11]=[C:6]2[CH:5]=[N:4][CH:3]=1.